This data is from Forward reaction prediction with 1.9M reactions from USPTO patents (1976-2016). The task is: Predict the product of the given reaction. (1) Given the reactants [Cl:1][C:2]1[CH:3]=[CH:4][C:5](F)=[C:6]([CH:9]=1)[CH:7]=O.[C:11]([O:15][CH3:16])(=[O:14])[CH2:12][SH:13].C(=O)([O-])[O-].[K+].[K+].CN(C)C=O, predict the reaction product. The product is: [Cl:1][C:2]1[CH:3]=[CH:4][C:5]2[S:13][C:12]([C:11]([O:15][CH3:16])=[O:14])=[CH:7][C:6]=2[CH:9]=1. (2) Given the reactants [C:1]([O:5][C:6]([NH:8][C@@H:9]([C:14]([NH:16][C:17]1[CH:22]=[CH:21][C:20]([N:23]2[CH2:27][C@H:26]([CH2:28][NH:29][C:30]([C:32]3[S:33][C:34]([Cl:37])=[CH:35][CH:36]=3)=[O:31])[O:25][C:24]2=[O:38])=[CH:19][CH:18]=1)=[O:15])[CH2:10][CH2:11]SC)=[O:7])([CH3:4])([CH3:3])[CH3:2].[I-].C[S+](C)C.C(=O)([O-])[O-].[K+].[K+], predict the reaction product. The product is: [Cl:37][C:34]1[S:33][C:32]([C:30]([NH:29][CH2:28][C@@H:26]2[O:25][C:24](=[O:38])[N:23]([C:20]3[CH:21]=[CH:22][C:17]([N:16]4[CH2:11][CH2:10][C@@H:9]([NH:8][C:6](=[O:7])[O:5][C:1]([CH3:4])([CH3:2])[CH3:3])[C:14]4=[O:15])=[CH:18][CH:19]=3)[CH2:27]2)=[O:31])=[CH:36][CH:35]=1. (3) The product is: [Br:10][C:11]1[CH:12]=[CH:13][C:14]([O:7][CH:1]2[CH2:6][CH2:5][CH2:4][CH2:3][CH2:2]2)=[N:15][CH:16]=1. Given the reactants [CH:1]1([OH:7])[CH2:6][CH2:5][CH2:4][CH2:3][CH2:2]1.[H-].[Na+].[Br:10][C:11]1[CH:12]=[CH:13][C:14](Cl)=[N:15][CH:16]=1, predict the reaction product. (4) Given the reactants Br[C:2]1[S:3][C:4]([NH:34]C(OC(C)(C)C)=O)=[C:5]([C:7]([NH:9][C:10]2[CH:11]=[N:12][N:13]([CH:31]3[CH2:33][CH2:32]3)[C:14]=2[N:15]2[CH2:21][C:20]([F:23])([F:22])[CH2:19][N:18](C(OC(C)(C)C)=O)[CH2:17][CH2:16]2)=[O:8])[N:6]=1.[F:42][C:43]1[CH:48]=[CH:47][C:46]([CH3:49])=[CH:45][C:44]=1B(O)O, predict the reaction product. The product is: [NH2:34][C:4]1[S:3][C:2]([C:44]2[CH:45]=[C:46]([CH3:49])[CH:47]=[CH:48][C:43]=2[F:42])=[N:6][C:5]=1[C:7]([NH:9][C:10]1[CH:11]=[N:12][N:13]([CH:31]2[CH2:32][CH2:33]2)[C:14]=1[N:15]1[CH2:21][C:20]([F:23])([F:22])[CH2:19][NH:18][CH2:17][CH2:16]1)=[O:8]. (5) Given the reactants Br[C:2]1[C:17]([O:18][CH2:19][C:20]2[CH:25]=[CH:24][CH:23]=[C:22]([C:26]3[CH:35]=[CH:34][C:29]4[O:30][CH2:31][CH2:32][O:33][C:28]=4[CH:27]=3)[C:21]=2[CH3:36])=[CH:16][C:5]([O:6][CH2:7][C:8]2[CH:9]=[C:10]([CH:13]=[CH:14][CH:15]=2)[C:11]#[N:12])=[C:4]([CH:37]=[O:38])[CH:3]=1.[Cl-].[Li+].[CH2:41]([Sn](CCCC)(CCCC)C=C)[CH2:42]CC.[F-].[K+], predict the reaction product. The product is: [O:30]1[CH2:31][CH2:32][O:33][C:28]2[CH:27]=[C:26]([C:22]3[C:21]([CH3:36])=[C:20]([CH:25]=[CH:24][CH:23]=3)[CH2:19][O:18][C:17]3[C:2]([CH:41]=[CH2:42])=[CH:3][C:4]([CH:37]=[O:38])=[C:5]([CH:16]=3)[O:6][CH2:7][C:8]3[CH:9]=[C:10]([CH:13]=[CH:14][CH:15]=3)[C:11]#[N:12])[CH:35]=[CH:34][C:29]1=2. (6) Given the reactants [CH3:1][S:2]([C:5]1[CH:10]=[CH:9][C:8]([NH:11][C:12](=[O:20])[CH2:13][CH:14]2[CH2:19][CH2:18][NH:17][CH2:16][CH2:15]2)=[CH:7][CH:6]=1)(=[O:4])=[O:3].Cl[CH:22]([CH3:25])[CH2:23][OH:24].[I-].[Na+].CCN(C(C)C)C(C)C, predict the reaction product. The product is: [OH:24][CH2:23][CH:22]([N:17]1[CH2:18][CH2:19][CH:14]([CH2:13][C:12]([NH:11][C:8]2[CH:9]=[CH:10][C:5]([S:2]([CH3:1])(=[O:4])=[O:3])=[CH:6][CH:7]=2)=[O:20])[CH2:15][CH2:16]1)[CH3:25]. (7) The product is: [Cl:1][C:2]1[C:11]2[C:6](=[CH:7][CH:8]=[C:9]([OH:12])[CH:10]=2)[N:5]=[CH:4][CH:3]=1. Given the reactants [Cl:1][C:2]1[C:11]2[C:6](=[CH:7][CH:8]=[C:9]([O:12]C)[CH:10]=2)[N:5]=[CH:4][CH:3]=1.I.O, predict the reaction product.